Dataset: Reaction yield outcomes from USPTO patents with 853,638 reactions. Task: Predict the reaction yield, written as a fraction of the theoretical maximum amount of product (1.0 means a 100% yield; for example, 0.34 means a 34% yield). (1) The catalyst is C(O)(=O)C. The product is [Br:12][C:13]1[CH:14]=[C:15]([C:19]2[CH2:20][C:21](=[O:22])[NH:11][C:6]3[CH:5]=[C:4]([N+:1]([O-:3])=[O:2])[CH:9]=[CH:8][C:7]=3[N:10]=2)[CH:16]=[CH:17][CH:18]=1. The yield is 0.395. The reactants are [N+:1]([C:4]1[CH:5]=[C:6]([NH2:11])[C:7]([NH2:10])=[CH:8][CH:9]=1)([O-:3])=[O:2].[Br:12][C:13]1[CH:14]=[C:15]([C:19](=O)[CH2:20][C:21](OCC)=[O:22])[CH:16]=[CH:17][CH:18]=1. (2) The reactants are [F:1][C:2]1[CH:11]=[CH:10][C:5]2[S:6][CH:7]=[C:8]([CH3:9])[C:4]=2[CH:3]=1.C([Li])CCC.CN([CH:20]=[O:21])C.[NH4+].[Cl-]. The catalyst is C1COCC1. The product is [F:1][C:2]1[CH:11]=[CH:10][C:5]2[S:6][C:7]([CH:20]=[O:21])=[C:8]([CH3:9])[C:4]=2[CH:3]=1. The yield is 0.970. (3) The reactants are [Br:1][C:2]1[S:3][C:4]([C:15]2[NH:19][CH:18]=[N:17][N:16]=2)=[C:5]([CH2:7][C:8]2[CH:13]=[CH:12][C:11]([Cl:14])=[CH:10][CH:9]=2)[N:6]=1.O1CCCC1.[O:25]1[CH:30]=[CH:29][CH2:28][CH2:27][CH2:26]1.O.C1(C)C=CC(S(O)(=O)=O)=CC=1. The catalyst is C([O-])(O)=O.[Na+]. The product is [Br:1][C:2]1[S:3][C:4]([C:15]2[N:19]=[CH:18][N:17]([CH:26]3[CH2:27][CH2:28][CH2:29][CH2:30][O:25]3)[N:16]=2)=[C:5]([CH2:7][C:8]2[CH:13]=[CH:12][C:11]([Cl:14])=[CH:10][CH:9]=2)[N:6]=1. The yield is 0.670. (4) The reactants are [Cl-].[O:2]1[CH:6]=[CH:5][C:4]([C:7]2[CH:8]=[C:9]([C:27]([F:30])([F:29])[F:28])[C:10]3[N:11]([CH:13]=[C:14]([CH2:16][N+:17]45CN6CN(CN(C6)C4)C5)[N:15]=3)[CH:12]=2)=[CH:3]1.Cl.CCOCC.C(Cl)[Cl:38]. The catalyst is CCO. The product is [ClH:38].[O:2]1[CH:6]=[CH:5][C:4]([C:7]2[CH:8]=[C:9]([C:27]([F:29])([F:28])[F:30])[C:10]3[N:11]([CH:13]=[C:14]([CH2:16][NH2:17])[N:15]=3)[CH:12]=2)=[CH:3]1. The yield is 0.600. (5) The product is [Cl:23][C:24]1[C:35]([Cl:36])=[CH:34][CH:33]=[CH:32][C:25]=1[O:26][C@@H:27]([CH3:31])[C:28]([N:6]1[CH2:5][CH2:4][N:3]([C:8]2[CH:9]=[CH:10][C:11]([S:14]([NH:17][C:18]3[S:19][CH:20]=[CH:21][N:22]=3)(=[O:16])=[O:15])=[CH:12][CH:13]=2)[C:2](=[O:1])[CH2:7]1)=[O:29]. The yield is 0.320. The catalyst is CN(C=O)C. The reactants are [O:1]=[C:2]1[CH2:7][NH:6][CH2:5][CH2:4][N:3]1[C:8]1[CH:13]=[CH:12][C:11]([S:14]([NH:17][C:18]2[S:19][CH:20]=[CH:21][N:22]=2)(=[O:16])=[O:15])=[CH:10][CH:9]=1.[Cl:23][C:24]1[C:35]([Cl:36])=[CH:34][CH:33]=[CH:32][C:25]=1[O:26][C@@H:27]([CH3:31])[C:28](O)=[O:29].CN(C(ON1N=NC2C=CC=NC1=2)=[N+](C)C)C.F[P-](F)(F)(F)(F)F.C(=O)(O)[O-].[Na+]. (6) The reactants are [C:1]([NH:4][CH2:5][CH2:6][CH2:7][S:8]([O:11][CH2:12][C:13]([CH3:18])([CH3:17])[CH2:14][CH:15]=C)(=[O:10])=[O:9])(=[O:3])[CH3:2].O.[O:20]1CCCC1.I([O-])(=O)(=O)=O.[Na+]. The catalyst is C(O)(C)(C)C.[Os](=O)(=O)(=O)=O. The product is [C:1]([NH:4][CH2:5][CH2:6][CH2:7][S:8]([O:11][CH2:12][C:13]([CH3:18])([CH3:17])[CH2:14][CH:15]=[O:20])(=[O:10])=[O:9])(=[O:3])[CH3:2]. The yield is 0.950. (7) The reactants are [C:1]1([C:6]2[CH:11]=[C:10]([F:12])[CH:9]=[CH:8][C:7]=2[O:13][CH3:14])[CH2:5][CH2:4][CH2:3][CH:2]=1. The catalyst is [Pd].CO. The product is [CH:1]1([C:6]2[CH:11]=[C:10]([F:12])[CH:9]=[CH:8][C:7]=2[O:13][CH3:14])[CH2:2][CH2:3][CH2:4][CH2:5]1. The yield is 0.880. (8) The yield is 0.650. The reactants are [CH2:1]([C:8]1([C:11]2[CH:18]=[CH:17][C:14]([CH:15]=[O:16])=[CH:13][CH:12]=2)[CH2:10][CH2:9]1)[C:2]1[CH:7]=[CH:6][CH:5]=[CH:4][CH:3]=1.C(C1(C2C=CC(C=O)=CC=2)CC1)C.[BH4-].[K+]. The product is [CH2:1]([C:8]1([C:11]2[CH:12]=[CH:13][C:14]([CH2:15][OH:16])=[CH:17][CH:18]=2)[CH2:9][CH2:10]1)[C:2]1[CH:3]=[CH:4][CH:5]=[CH:6][CH:7]=1. No catalyst specified. (9) The reactants are [CH3:1][S:2][C:3](=[NH:5])[NH2:4].[OH-].[Na+].[CH3:8][C:9]([O:12][C:13](O[C:13]([O:12][C:9]([CH3:11])([CH3:10])[CH3:8])=[O:14])=[O:14])([CH3:11])[CH3:10].O. The catalyst is C(Cl)Cl. The product is [C:13]([NH:5][C:3](=[NH:4])[S:2][CH3:1])([O:12][C:9]([CH3:11])([CH3:10])[CH3:8])=[O:14]. The yield is 0.260. (10) The reactants are [O:1]=[C:2]1[N:7]([CH2:8][C:9]2[C:14]([F:15])=[CH:13][C:12]([C:16]3[C:17]([C:22]#[N:23])=[CH:18][CH:19]=[CH:20][CH:21]=3)=[CH:11][C:10]=2[F:24])[C:6]2[S:25][C:26]([CH2:28][C:29]([F:32])([F:31])[F:30])=[CH:27][C:5]=2[C:4](=[O:33])[NH:3]1.Br[CH2:35][C:36]([C:38]1[CH:43]=[CH:42][C:41]([O:44][CH3:45])=[CH:40][CH:39]=1)=[O:37].CN(C)C=O.[H-].[Na+]. The catalyst is C(OCC)(=O)C. The product is [F:24][C:10]1[CH:11]=[C:12]([C:16]2[C:17]([C:22]#[N:23])=[CH:18][CH:19]=[CH:20][CH:21]=2)[CH:13]=[C:14]([F:15])[C:9]=1[CH2:8][N:7]1[C:6]2[S:25][C:26]([CH2:28][C:29]([F:32])([F:31])[F:30])=[CH:27][C:5]=2[C:4](=[O:33])[N:3]([CH2:35][C:36]([C:38]2[CH:43]=[CH:42][C:41]([O:44][CH3:45])=[CH:40][CH:39]=2)=[O:37])[C:2]1=[O:1]. The yield is 0.590.